This data is from Full USPTO retrosynthesis dataset with 1.9M reactions from patents (1976-2016). The task is: Predict the reactants needed to synthesize the given product. (1) Given the product [C:1]([O:5][C:6]([N:8]1[CH2:9][CH2:10][CH:11]([C:14]2[CH:19]=[C:18]([O:20][CH:21]([CH3:22])[CH3:23])[C:17]([NH:24][C:27]3[N:32]=[C:31]([NH:33][C:34]4[CH:39]=[CH:38][CH:37]=[CH:36][C:35]=4[S:40]([CH:43]([CH3:44])[CH3:45])(=[O:42])=[O:41])[C:30]([Cl:46])=[CH:29][N:28]=3)=[CH:16][C:15]=2[CH3:25])[CH2:12][CH2:13]1)=[O:7])([CH3:3])([CH3:4])[CH3:2], predict the reactants needed to synthesize it. The reactants are: [C:1]([O:5][C:6]([N:8]1[CH2:13][CH2:12][CH:11]([C:14]2[CH:19]=[C:18]([O:20][CH:21]([CH3:23])[CH3:22])[C:17]([NH2:24])=[CH:16][C:15]=2[CH3:25])[CH2:10][CH2:9]1)=[O:7])([CH3:4])([CH3:3])[CH3:2].Cl[C:27]1[N:32]=[C:31]([NH:33][C:34]2[CH:39]=[CH:38][CH:37]=[CH:36][C:35]=2[S:40]([CH:43]([CH3:45])[CH3:44])(=[O:42])=[O:41])[C:30]([Cl:46])=[CH:29][N:28]=1.CC1(C)C2C(=C(P(C3C=CC=CC=3)C3C=CC=CC=3)C=CC=2)OC2C(P(C3C=CC=CC=3)C3C=CC=CC=3)=CC=CC1=2.C([O-])([O-])=O.[Cs+].[Cs+]. (2) Given the product [C:16]([O:15][C:13]([N:10]1[CH2:9][CH2:8][N:7]([C:5](=[O:6])[CH2:4][C:3]([OH:20])=[O:2])[CH2:12][CH2:11]1)=[O:14])([CH3:19])([CH3:17])[CH3:18], predict the reactants needed to synthesize it. The reactants are: C[O:2][C:3](=[O:20])[CH2:4][C:5]([N:7]1[CH2:12][CH2:11][N:10]([C:13]([O:15][C:16]([CH3:19])([CH3:18])[CH3:17])=[O:14])[CH2:9][CH2:8]1)=[O:6].O.CO.[Cl-].[Li+]. (3) Given the product [NH2:1][C:4]1[N:11]=[CH:10][CH:9]=[C:8]([NH:12][C@H:13]([CH2:15][CH2:16][C:17]2[CH:18]=[CH:19][CH:20]=[CH:21][CH:22]=2)[CH3:14])[C:5]=1[C:6]#[N:7], predict the reactants needed to synthesize it. The reactants are: [N:1]([C:4]1[N:11]=[CH:10][CH:9]=[C:8]([NH:12][C@H:13]([CH2:15][CH2:16][C:17]2[CH:22]=[CH:21][CH:20]=[CH:19][CH:18]=2)[CH3:14])[C:5]=1[C:6]#[N:7])=[N+]=[N-].O.